This data is from Reaction yield outcomes from USPTO patents with 853,638 reactions. The task is: Predict the reaction yield, written as a fraction of the theoretical maximum amount of product (1.0 means a 100% yield; for example, 0.34 means a 34% yield). (1) The catalyst is ClCCl.CO. The product is [N:1]1[CH:6]=[CH:5][CH:4]=[CH:3][C:2]=1[N:7]([CH2:41][CH2:42][C:43]([OH:45])=[O:44])[C:8]([C:10]1[CH:40]=[CH:39][C:13]2[N:14]([CH3:38])[C:15]([CH2:17][NH:18][C:19]3[CH:20]=[CH:21][C:22]([C:25](=[NH:37])[NH:26][C:27]([O:29][CH2:30][C:31]4[CH:32]=[CH:33][CH:34]=[CH:35][CH:36]=4)=[O:28])=[CH:23][CH:24]=3)=[N:16][C:12]=2[CH:11]=1)=[O:9]. The yield is 0.620. The reactants are [N:1]1[CH:6]=[CH:5][CH:4]=[CH:3][C:2]=1[N:7]([CH2:41][CH2:42][C:43]([O:45]CC)=[O:44])[C:8]([C:10]1[CH:40]=[CH:39][C:13]2[N:14]([CH3:38])[C:15]([CH2:17][NH:18][C:19]3[CH:24]=[CH:23][C:22]([C:25](=[NH:37])[NH:26][C:27]([O:29][CH2:30][C:31]4[CH:36]=[CH:35][CH:34]=[CH:33][CH:32]=4)=[O:28])=[CH:21][CH:20]=3)=[N:16][C:12]=2[CH:11]=1)=[O:9].[OH-].[Na+]. (2) The reactants are [CH3:1][N:2]1[CH2:7][CH2:6][CH2:5][CH:4]([CH2:8][O:9][C:10]2[CH:15]=[CH:14][C:13]([NH2:16])=[CH:12][CH:11]=2)[CH2:3]1.[CH3:17][C:18]1[CH:26]=[CH:25][CH:24]=[C:23]2[C:19]=1[C:20](=[CH:28]O)[C:21](=[O:27])[NH:22]2. No catalyst specified. The product is [CH3:17][C:18]1[CH:26]=[CH:25][CH:24]=[C:23]2[C:19]=1[C:20](=[CH:28][NH:16][C:13]1[CH:12]=[CH:11][C:10]([O:9][CH2:8][CH:4]3[CH2:5][CH2:6][CH2:7][N:2]([CH3:1])[CH2:3]3)=[CH:15][CH:14]=1)[C:21](=[O:27])[NH:22]2. The yield is 0.510. (3) The reactants are [H-].[Na+].[C:3]([C:6]1[CH:18]=[CH:17][C:16]2[NH:15][C:14]3[CH:13]=[CH:12][C:11]4[C:19](=[O:22])[CH2:20][CH2:21][C:10]=4[C:9]=3[C:8]=2[CH:7]=1)(=[O:5])[CH3:4].[H][H].[Br:25][CH2:26][CH2:27]Br. The catalyst is CN(C=O)C. The product is [C:3]([C:6]1[CH:18]=[CH:17][C:16]2[N:15]([CH2:27][CH2:26][Br:25])[C:14]3[CH:13]=[CH:12][C:11]4[C:19](=[O:22])[CH2:20][CH2:21][C:10]=4[C:9]=3[C:8]=2[CH:7]=1)(=[O:5])[CH3:4]. The yield is 0.355. (4) The reactants are [NH:1]1[C:9]2[C:4](=[CH:5][CH:6]=[CH:7][CH:8]=2)[C:3](/[CH:10]=[C:11]2\[O:12][C:13]3[CH:20]=[C:19]([OH:21])[CH:18]=[CH:17][C:14]=3[C:15]\2=[O:16])=[CH:2]1.[CH3:22][O:23][CH2:24][CH2:25][N:26]1[CH2:31][CH2:30][NH:29][CH2:28][CH2:27]1.[CH2:32]=O. The catalyst is C(O)C. The product is [NH:1]1[C:9]2[C:4](=[CH:5][CH:6]=[CH:7][CH:8]=2)[C:3](/[CH:10]=[C:11]2\[O:12][C:13]3[C:20]([CH2:32][N:29]4[CH2:30][CH2:31][N:26]([CH2:25][CH2:24][O:23][CH3:22])[CH2:27][CH2:28]4)=[C:19]([OH:21])[CH:18]=[CH:17][C:14]=3[C:15]\2=[O:16])=[CH:2]1. The yield is 0.330. (5) The reactants are [Cl:1][C:2]1[CH:7]=[C:6](Cl)[N:5]2[N:9]=[C:10]([CH:12]3[CH2:14][CH2:13]3)[CH:11]=[C:4]2[N:3]=1. The catalyst is CC(O)=O.[Zn]. The product is [Cl:1][C:2]1[CH:7]=[CH:6][N:5]2[N:9]=[C:10]([CH:12]3[CH2:14][CH2:13]3)[CH:11]=[C:4]2[N:3]=1. The yield is 0.700. (6) The reactants are [CH2:1]([N:5]1[C:14]2[C:9](=[CH:10][CH:11]=[CH:12][N:13]=2)[C:8](Cl)=[C:7]([C:16]2[NH:21][C:20]3[CH:22]=[CH:23][CH:24]=[CH:25][C:19]=3[S:18](=[O:27])(=[O:26])[N:17]=2)[C:6]1=[O:28])[CH2:2][CH2:3][CH3:4].[NH3:29]. The catalyst is CO. The product is [NH2:29][C:8]1[C:9]2[C:14](=[N:13][CH:12]=[CH:11][CH:10]=2)[N:5]([CH2:1][CH2:2][CH2:3][CH3:4])[C:6](=[O:28])[C:7]=1[C:16]1[NH:21][C:20]2[CH:22]=[CH:23][CH:24]=[CH:25][C:19]=2[S:18](=[O:26])(=[O:27])[N:17]=1. The yield is 0.200. (7) The reactants are [NH2:1][C:2]1[C:3]([OH:11])=[C:4]([CH:8]=[CH:9][CH:10]=1)[C:5]([OH:7])=[O:6].[CH2:12](C(CC)(CC)C([O-])([O-])[O-])[CH3:13].[CH3:23][C:24]1C=CC(S(O)(=O)=O)=CC=1. No catalyst specified. The product is [CH3:12][C:13]1[O:11][C:3]2[C:4]([C:5]([O:7][CH2:23][CH3:24])=[O:6])=[CH:8][CH:9]=[CH:10][C:2]=2[N:1]=1. The yield is 0.950. (8) The catalyst is CC([O-])=O.CC([O-])=O.C1C=CC(P(C2C=CC=CC=2)C2C=CC=CC=2)=CC=1.C1C=CC(P(C2C=CC=CC=2)C2C=CC=CC=2)=CC=1.[Pd+2].C1(C)C=CC=CC=1. The product is [CH3:27][Si:28]([C:31]#[C:32][C:2]1[CH:3]=[CH:4][C:5]2[N:11]3[CH:12]=[N:13][C:14]([C:15]([O:17][CH2:18][CH3:19])=[O:16])=[C:10]3[CH2:9][N:8]=[C:7]([C:20]3[CH:25]=[CH:24][CH:23]=[CH:22][CH:21]=3)[C:6]=2[CH:26]=1)([CH3:30])[CH3:29]. The yield is 0.930. The reactants are Br[C:2]1[CH:3]=[CH:4][C:5]2[N:11]3[CH:12]=[N:13][C:14]([C:15]([O:17][CH2:18][CH3:19])=[O:16])=[C:10]3[CH2:9][N:8]=[C:7]([C:20]3[CH:25]=[CH:24][CH:23]=[CH:22][CH:21]=3)[C:6]=2[CH:26]=1.[CH3:27][Si:28]([C:31]#[CH:32])([CH3:30])[CH3:29].